This data is from Forward reaction prediction with 1.9M reactions from USPTO patents (1976-2016). The task is: Predict the product of the given reaction. (1) Given the reactants [O:1]1[C:5]2[CH:6]=[CH:7][CH:8]=[CH:9][C:4]=2[C:3](B(O)O)=[CH:2]1.I[C:14]1[N:19]=[C:18]([NH2:20])[N:17]=[C:16]([NH:21][CH3:22])[CH:15]=1, predict the reaction product. The product is: [O:1]1[C:5]2[CH:6]=[CH:7][CH:8]=[CH:9][C:4]=2[C:3]([C:14]2[N:19]=[C:18]([NH2:20])[N:17]=[C:16]([NH:21][CH3:22])[CH:15]=2)=[CH:2]1. (2) Given the reactants Br[C:2]1[CH:3]=[C:4]2[C:8](=[C:9]([C:11]([NH2:13])=[O:12])[CH:10]=1)[NH:7][CH:6]=[C:5]2[CH:14]1[CH2:19][CH2:18][CH2:17][S:16](=[O:21])(=[O:20])[CH2:15]1.[S:22]1[CH:26]=[CH:25][CH:24]=[C:23]1B(O)O.C(=O)([O-])[O-].[K+].[K+], predict the reaction product. The product is: [O:20]=[S:16]1(=[O:21])[CH2:17][CH2:18][CH2:19][CH:14]([C:5]2[C:4]3[C:8](=[C:9]([C:11]([NH2:13])=[O:12])[CH:10]=[C:2]([C:23]4[S:22][CH:26]=[CH:25][CH:24]=4)[CH:3]=3)[NH:7][CH:6]=2)[CH2:15]1. (3) Given the reactants [F:1][C:2]1[C:3]([NH:21][CH:22]2[CH2:27][CH2:26][CH2:25][NH:24][CH2:23]2)=[N:4][C:5]([NH:8][C:9]2[CH:10]=[N:11][C:12]([N:15]3[CH2:20][CH2:19][O:18][CH2:17][CH2:16]3)=[CH:13][CH:14]=2)=[N:6][CH:7]=1.[C:28]([CH2:30][C:31](O)=[O:32])#[N:29].CCN(C(C)C)C(C)C.CN(C(ON1N=NC2C=CC=NC1=2)=[N+](C)C)C.F[P-](F)(F)(F)(F)F, predict the reaction product. The product is: [F:1][C:2]1[C:3]([NH:21][CH:22]2[CH2:27][CH2:26][CH2:25][N:24]([C:31](=[O:32])[CH2:30][C:28]#[N:29])[CH2:23]2)=[N:4][C:5]([NH:8][C:9]2[CH:10]=[N:11][C:12]([N:15]3[CH2:20][CH2:19][O:18][CH2:17][CH2:16]3)=[CH:13][CH:14]=2)=[N:6][CH:7]=1. (4) The product is: [F:1][C:2]1[CH:7]=[C:6]([CH:5]=[CH:4][C:3]=1[N:14]1[CH2:15][CH2:16][NH:17][CH2:18][CH2:19]1)[C:8]([NH:9][CH:10]([CH3:12])[CH3:11])=[O:13]. Given the reactants [F:1][C:2]1[CH:7]=[C:6]([C:8](=[O:13])[NH:9][CH:10]([CH3:12])[CH3:11])[CH:5]=[CH:4][C:3]=1[N:14]1[CH2:19][CH2:18][N:17](C(OC(C)(C)C)=O)[CH2:16][CH2:15]1, predict the reaction product. (5) Given the reactants [Cl:1][C:2]1[N:7]=[C:6]([Cl:8])[CH:5]=[C:4](Cl)[N:3]=1.[CH:10]1([C:13]2[NH:17][N:16]=[C:15]([NH2:18])[CH:14]=2)[CH2:12][CH2:11]1.C(N(C(C)C)CC)(C)C, predict the reaction product. The product is: [Cl:1][C:2]1[N:3]=[C:4]([NH:18][C:15]2[CH:14]=[C:13]([CH:10]3[CH2:12][CH2:11]3)[NH:17][N:16]=2)[CH:5]=[C:6]([Cl:8])[N:7]=1. (6) Given the reactants [CH3:1][O:2][C:3]1[CH:8]=[CH:7][C:6]([C:9]2[CH:17]=[C:16]3[C:12]([CH2:13][C:14](=[O:18])[NH:15]3)=[CH:11][CH:10]=2)=[CH:5][CH:4]=1.[CH:19]([C:21]1[NH:22][C:23]2[CH2:24][CH2:25][CH2:26][CH2:27][C:28]=2[C:29]=1[CH2:30][CH2:31][C:32]([OH:34])=[O:33])=O, predict the reaction product. The product is: [CH3:1][O:2][C:3]1[CH:4]=[CH:5][C:6]([C:9]2[CH:17]=[C:16]3[C:12]([C:13](=[CH:19][C:21]4[NH:22][C:23]5[CH2:24][CH2:25][CH2:26][CH2:27][C:28]=5[C:29]=4[CH2:30][CH2:31][C:32]([OH:34])=[O:33])[C:14](=[O:18])[NH:15]3)=[CH:11][CH:10]=2)=[CH:7][CH:8]=1. (7) Given the reactants C(NC(C)C)(C)C.C([Li])CCC.[N:13]1([C:24]([O:26][C:27]([CH3:30])([CH3:29])[CH3:28])=[O:25])[CH2:18][CH2:17][CH:16]([C:19]([O:21][CH2:22][CH3:23])=[O:20])[CH2:15][CH2:14]1.[Br:31][C:32]1[CH:37]=[CH:36][CH:35]=[C:34]([CH2:38]Br)[N:33]=1.[Cl-].[NH4+], predict the reaction product. The product is: [Br:31][C:32]1[N:33]=[C:34]([CH2:38][C:16]2([C:19]([O:21][CH2:22][CH3:23])=[O:20])[CH2:15][CH2:14][N:13]([C:24]([O:26][C:27]([CH3:29])([CH3:28])[CH3:30])=[O:25])[CH2:18][CH2:17]2)[CH:35]=[CH:36][CH:37]=1. (8) Given the reactants [F:1][C:2]1[C:11]([C:12](=[CH2:17])[C:13](OC)=O)=[C:10]2[C:5]([CH:6]=[CH:7][C:8]([O:18]C)=[N:9]2)=[CH:4][CH:3]=1.CC([N:24]([C@H:28]1[CH2:33][CH2:32][NH:31][CH2:30][C@H:29]1[OH:34])C(=O)[O-])(C)C, predict the reaction product. The product is: [NH2:24][C@H:28]1[CH2:33][CH2:32][N:31]([CH2:17][CH:12]2[C:11]3=[C:10]4[C:5](=[CH:4][CH:3]=[C:2]3[F:1])[CH:6]=[CH:7][C:8](=[O:18])[N:9]4[CH2:13]2)[CH2:30][C@H:29]1[OH:34]. (9) Given the reactants Cl[C:2]1[N:6]=[C:5]([CH:7]2[CH2:12][CH:11]([C:13]3[CH:18]=[CH:17][C:16]([C:19]([F:22])([F:21])[F:20])=[CH:15][CH:14]=3)[CH2:10][N:9]([C:23]([N:25]3[CH2:30][CH2:29][O:28][CH2:27][CH2:26]3)=[O:24])[CH2:8]2)[O:4][N:3]=1.[NH:31]1[CH2:35][CH2:34][C@H:33]([OH:36])[CH2:32]1, predict the reaction product. The product is: [OH:36][C@H:33]1[CH2:34][CH2:35][N:31]([C:2]2[N:6]=[C:5]([CH:7]3[CH2:12][CH:11]([C:13]4[CH:18]=[CH:17][C:16]([C:19]([F:22])([F:21])[F:20])=[CH:15][CH:14]=4)[CH2:10][N:9]([C:23]([N:25]4[CH2:30][CH2:29][O:28][CH2:27][CH2:26]4)=[O:24])[CH2:8]3)[O:4][N:3]=2)[CH2:32]1. (10) Given the reactants [Br:1][C:2]1[CH:3]=[C:4]([NH2:9])[C:5]([NH2:8])=[CH:6][CH:7]=1.Cl.C(O[C:14](=N)[CH2:15][Cl:16])C, predict the reaction product. The product is: [Br:1][C:2]1[CH:7]=[CH:6][C:5]2[NH:8][C:14]([CH2:15][Cl:16])=[N:9][C:4]=2[CH:3]=1.